This data is from NCI-60 drug combinations with 297,098 pairs across 59 cell lines. The task is: Regression. Given two drug SMILES strings and cell line genomic features, predict the synergy score measuring deviation from expected non-interaction effect. (1) Drug 1: C1CCC(C1)C(CC#N)N2C=C(C=N2)C3=C4C=CNC4=NC=N3. Drug 2: CC12CCC3C(C1CCC2=O)CC(=C)C4=CC(=O)C=CC34C. Cell line: HCT116. Synergy scores: CSS=47.1, Synergy_ZIP=1.15, Synergy_Bliss=-0.420, Synergy_Loewe=-2.14, Synergy_HSA=-2.18. (2) Drug 1: C1CN1P(=S)(N2CC2)N3CC3. Drug 2: C1C(C(OC1N2C=NC3=C2NC=NCC3O)CO)O. Cell line: OVCAR-5. Synergy scores: CSS=11.0, Synergy_ZIP=-3.40, Synergy_Bliss=0.292, Synergy_Loewe=-0.656, Synergy_HSA=0.848. (3) Drug 1: CN1C(=O)N2C=NC(=C2N=N1)C(=O)N. Drug 2: CCC1(C2=C(COC1=O)C(=O)N3CC4=CC5=C(C=CC(=C5CN(C)C)O)N=C4C3=C2)O. Cell line: HCT116. Synergy scores: CSS=46.0, Synergy_ZIP=7.12, Synergy_Bliss=5.39, Synergy_Loewe=-29.1, Synergy_HSA=4.08. (4) Drug 1: CN1C2=C(C=C(C=C2)N(CCCl)CCCl)N=C1CCCC(=O)O.Cl. Drug 2: C(CN)CNCCSP(=O)(O)O. Cell line: HCT-15. Synergy scores: CSS=-0.111, Synergy_ZIP=-1.39, Synergy_Bliss=-3.25, Synergy_Loewe=-6.24, Synergy_HSA=-4.97. (5) Drug 1: CC=C1C(=O)NC(C(=O)OC2CC(=O)NC(C(=O)NC(CSSCCC=C2)C(=O)N1)C(C)C)C(C)C. Drug 2: CC1CCC2CC(C(=CC=CC=CC(CC(C(=O)C(C(C(=CC(C(=O)CC(OC(=O)C3CCCCN3C(=O)C(=O)C1(O2)O)C(C)CC4CCC(C(C4)OC)OCCO)C)C)O)OC)C)C)C)OC. Cell line: ACHN. Synergy scores: CSS=34.6, Synergy_ZIP=-4.22, Synergy_Bliss=-4.01, Synergy_Loewe=-27.8, Synergy_HSA=-3.62. (6) Drug 1: CCCS(=O)(=O)NC1=C(C(=C(C=C1)F)C(=O)C2=CNC3=C2C=C(C=N3)C4=CC=C(C=C4)Cl)F. Drug 2: C1=C(C(=O)NC(=O)N1)F. Cell line: OVCAR-5. Synergy scores: CSS=30.2, Synergy_ZIP=8.02, Synergy_Bliss=0.682, Synergy_Loewe=-6.44, Synergy_HSA=-3.28.